This data is from Catalyst prediction with 721,799 reactions and 888 catalyst types from USPTO. The task is: Predict which catalyst facilitates the given reaction. Reactant: [CH3:1][C:2]1([CH3:10])[O:6][C@H:5]([C:7](Cl)=[O:8])[CH2:4][O:3]1.Cl.[NH:12]1[CH2:17][CH2:16][C:15]([C:18]2[CH:23]=[CH:22][C:21]([N:24]3[CH2:28][C@H:27]([CH2:29][N:30]4[N:34]=[N:33][CH:32]=[N:31]4)[O:26][C:25]3=[O:35])=[CH:20][C:19]=2[F:36])=[CH:14][CH2:13]1.N1C=CC=CC=1. Product: [CH3:1][C:2]1([CH3:10])[O:6][C@H:5]([C:7]([N:12]2[CH2:17][CH2:16][C:15]([C:18]3[CH:23]=[CH:22][C:21]([N:24]4[CH2:28][C@H:27]([CH2:29][N:30]5[N:34]=[N:33][CH:32]=[N:31]5)[O:26][C:25]4=[O:35])=[CH:20][C:19]=3[F:36])=[CH:14][CH2:13]2)=[O:8])[CH2:4][O:3]1. The catalyst class is: 4.